Dataset: Reaction yield outcomes from USPTO patents with 853,638 reactions. Task: Predict the reaction yield, written as a fraction of the theoretical maximum amount of product (1.0 means a 100% yield; for example, 0.34 means a 34% yield). (1) The reactants are C[O:2][C:3]([C:5]1[S:6][C:7]([C:27]2[CH:32]=[CH:31][CH:30]=[CH:29][CH:28]=2)=[CH:8][C:9]=1[N:10]([C:17](=[O:26])[C:18]1[CH:23]=[CH:22][C:21]([Cl:24])=[CH:20][C:19]=1[Cl:25])[C:11]1[CH:16]=[CH:15][CH:14]=[CH:13][CH:12]=1)=[O:4].[Li+].[OH-]. The catalyst is C1COCC1.CO.O. The product is [Cl:25][C:19]1[CH:20]=[C:21]([Cl:24])[CH:22]=[CH:23][C:18]=1[C:17]([N:10]([C:11]1[CH:16]=[CH:15][CH:14]=[CH:13][CH:12]=1)[C:9]1[CH:8]=[C:7]([C:27]2[CH:28]=[CH:29][CH:30]=[CH:31][CH:32]=2)[S:6][C:5]=1[C:3]([OH:4])=[O:2])=[O:26]. The yield is 0.600. (2) The reactants are Cl.C(OC([N:9]1[CH2:37][CH2:36][C:12]2([C:16](=[O:17])[N:15]([C:18]3[C:19]([CH3:35])=[N:20][C:21]([N:24]4[CH2:28][CH2:27][C@H:26]([N:29]5[CH2:33][CH2:32][CH2:31][C@@H:30]5[CH3:34])[CH2:25]4)=[CH:22][CH:23]=3)[CH2:14][CH2:13]2)[CH2:11][CH2:10]1)=O)(C)(C)C. The catalyst is O1CCOCC1. The product is [CH3:35][C:19]1[C:18]([N:15]2[CH2:14][CH2:13][C:12]3([CH2:36][CH2:37][NH:9][CH2:10][CH2:11]3)[C:16]2=[O:17])=[CH:23][CH:22]=[C:21]([N:24]2[CH2:28][CH2:27][C@H:26]([N:29]3[CH2:33][CH2:32][CH2:31][C@@H:30]3[CH3:34])[CH2:25]2)[N:20]=1. The yield is 0.920. (3) The reactants are [Cl:1][C:2]1[CH:7]=[CH:6][C:5]([C:8]2[NH:9][C:10]3[CH:16]=[CH:15][CH:14]=[CH:13][C:11]=3[N:12]=2)=[CH:4][CH:3]=1.C(=O)([O-])[O-].[Cs+].[Cs+].[CH2:23]([O:25][C:26](=[O:35])[CH:27](Br)[CH:28]1[CH2:33][CH2:32][CH2:31][CH2:30][CH2:29]1)[CH3:24]. The catalyst is CN(C)C=O. The product is [CH2:23]([O:25][C:26](=[O:35])[CH:27]([N:12]1[C:11]2[CH:13]=[CH:14][CH:15]=[CH:16][C:10]=2[N:9]=[C:8]1[C:5]1[CH:4]=[CH:3][C:2]([Cl:1])=[CH:7][CH:6]=1)[CH:28]1[CH2:33][CH2:32][CH2:31][CH2:30][CH2:29]1)[CH3:24]. The yield is 0.580. (4) The reactants are [NH2:1][C:2]1[CH:3]=[C:4]([C:8]2[C:16]3[C:11](=[CH:12][CH:13]=[C:14](C#N)[CH:15]=3)[N:10](C3CCCCO3)[N:9]=2)[CH:5]=[CH:6][CH:7]=1.[N:25]1[CH:30]=[CH:29][CH:28]=[C:27]([C:31](Cl)=[O:32])[CH:26]=1.[CH3:34][OH:35]. The catalyst is O1CCCC1.CN(C)C=O.ClCCl. The product is [C:26]([CH:27]1[CH2:31][O:32][CH:30]([N:10]2[C:11]3[C:16](=[CH:15][CH:14]=[CH:13][CH:12]=3)[C:8]([C:4]3[CH:3]=[C:2]([NH:1][C:34](=[O:35])[CH2:3][CH:4]([CH3:8])[CH3:5])[CH:7]=[CH:6][CH:5]=3)=[N:9]2)[CH2:29][CH2:28]1)#[N:25]. The yield is 0.470. (5) The catalyst is CN(C=O)C. The product is [CH3:10][C:7]1([CH3:11])[O:8][CH2:9][CH:4]([CH2:3][CH2:2][N:12]2[CH:19]=[CH:18][C:16](=[O:17])[NH:15][C:13]2=[O:14])[CH2:5][O:6]1. The reactants are Br[CH2:2][CH2:3][CH:4]1[CH2:9][O:8][C:7]([CH3:11])([CH3:10])[O:6][CH2:5]1.[NH:12]1[CH:19]=[CH:18][C:16](=[O:17])[NH:15][C:13]1=[O:14].C(=O)([O-])[O-].[K+].[K+]. The yield is 0.252. (6) The reactants are [OH-].[Na+].[N+](C1C=CC(C([O:12][C@H:13]2[CH2:17][C@H:16]([C:18](=[O:33])[NH:19][C:20]3[CH:25]=[CH:24][C:23]([N:26]4[CH2:31][CH2:30][O:29][CH2:28][C:27]4=[O:32])=[CH:22][CH:21]=3)[N:15]([C:34](=[O:43])[NH:35][C:36]3[CH:41]=[CH:40][C:39]([Cl:42])=[CH:38][CH:37]=3)[CH2:14]2)=O)=CC=1)([O-])=O. The catalyst is CO. The product is [Cl:42][C:39]1[CH:40]=[CH:41][C:36]([NH:35][C:34]([N:15]2[CH2:14][C@@H:13]([OH:12])[CH2:17][C@@H:16]2[C:18]([NH:19][C:20]2[CH:25]=[CH:24][C:23]([N:26]3[CH2:31][CH2:30][O:29][CH2:28][C:27]3=[O:32])=[CH:22][CH:21]=2)=[O:33])=[O:43])=[CH:37][CH:38]=1. The yield is 0.930. (7) The reactants are [CH3:1][C:2]([O:5][C:6]([N:8]1[CH2:23][C@@H:22]([F:24])[CH2:21][C@H:9]1[C:10]([NH:12][C@@H:13]([CH2:19][CH3:20])/[CH:14]=[CH:15]/[C:16]([OH:18])=O)=[O:11])=[O:7])([CH3:4])[CH3:3].CN(C(ON1N=NC2C=CC=NC1=2)=[N+](C)C)C.F[P-](F)(F)(F)(F)F.CCN(C(C)C)C(C)C.[NH:58]1[C:66]2[C:61](=[CH:62][CH:63]=[CH:64][CH:65]=2)[CH2:60][CH2:59]1. The catalyst is C(Cl)Cl.CN(C=O)C. The product is [N:58]1([C:16](=[O:18])/[CH:15]=[CH:14]/[C@@H:13]([NH:12][C:10]([C@@H:9]2[CH2:21][C@H:22]([F:24])[CH2:23][N:8]2[C:6]([O:5][C:2]([CH3:4])([CH3:3])[CH3:1])=[O:7])=[O:11])[CH2:19][CH3:20])[C:66]2[C:61](=[CH:62][CH:63]=[CH:64][CH:65]=2)[CH2:60][CH2:59]1. The yield is 0.230.